This data is from Full USPTO retrosynthesis dataset with 1.9M reactions from patents (1976-2016). The task is: Predict the reactants needed to synthesize the given product. (1) Given the product [NH2:1][C:2]1[CH:11]=[CH:10][C:9]([CH:12]([C:29]([O:28][C:25]([CH3:27])([CH3:26])[CH3:24])=[O:30])[NH2:13])=[CH:8][C:3]=1[C:4]([O:6][CH3:7])=[O:5], predict the reactants needed to synthesize it. The reactants are: [NH2:1][C:2]1[CH:11]=[CH:10][C:9]([C:12]#[N:13])=[CH:8][C:3]=1[C:4]([O:6][CH3:7])=[O:5].Cl.[H][H].CCN(CC)CC.[CH3:24][C:25]([O:28][C:29](O[C:29]([O:28][C:25]([CH3:27])([CH3:26])[CH3:24])=[O:30])=[O:30])([CH3:27])[CH3:26]. (2) The reactants are: [NH2:1][C:2]1[N:6]([C:7]2[C:11]([CH3:12])=[C:10]([CH3:13])[S:9][C:8]=2[F:14])[N:5]=[C:4]([OH:15])[CH:3]=1.[C:16](Cl)(=[O:18])[CH3:17]. Given the product [C:16]([NH:1][C:2]1[N:6]([C:7]2[C:11]([CH3:12])=[C:10]([CH3:13])[S:9][C:8]=2[F:14])[N:5]=[C:4]([OH:15])[CH:3]=1)(=[O:18])[CH3:17], predict the reactants needed to synthesize it. (3) Given the product [F:11][C:12]([F:19])([F:18])[C:13]1[CH:14]=[C:15]([NH2:16])[N:9]([C:5]2[CH:6]=[CH:7][CH:8]=[C:3]([O:2][CH3:1])[CH:4]=2)[N:10]=1, predict the reactants needed to synthesize it. The reactants are: [CH3:1][O:2][C:3]1[CH:4]=[C:5]([NH:9][NH2:10])[CH:6]=[CH:7][CH:8]=1.[F:11][C:12]([F:19])([F:18])[C:13](=O)[CH2:14][C:15]#[N:16].Cl.